From a dataset of Catalyst prediction with 721,799 reactions and 888 catalyst types from USPTO. Predict which catalyst facilitates the given reaction. (1) Reactant: [C:1]1([S:7]([C:10]2[CH:11]=[C:12]3[C:17](=[CH:18][CH:19]=2)[C:16]([C:20]#[N:21])=[CH:15][CH:14]=[CH:13]3)(=[O:9])=[O:8])[CH:6]=[CH:5][CH:4]=[CH:3][CH:2]=1. Product: [C:1]1([S:7]([C:10]2[CH:11]=[C:12]3[C:17](=[CH:18][CH:19]=2)[C:16]([CH2:20][NH2:21])=[CH:15][CH:14]=[CH:13]3)(=[O:9])=[O:8])[CH:2]=[CH:3][CH:4]=[CH:5][CH:6]=1. The catalyst class is: 1. (2) Product: [C:15]([O:4][CH2:3][C@@H:2]([C:5]([OH:7])=[O:6])[NH2:1])(=[O:19])[CH2:16][CH2:17][CH3:18]. Reactant: [NH2:1][C@H:2]([C:5]([OH:7])=[O:6])[CH2:3][OH:4].FC(F)(F)C(O)=O.[C:15](Cl)(=[O:19])[CH2:16][CH2:17][CH3:18]. The catalyst class is: 27.